From a dataset of Reaction yield outcomes from USPTO patents with 853,638 reactions. Predict the reaction yield, written as a fraction of the theoretical maximum amount of product (1.0 means a 100% yield; for example, 0.34 means a 34% yield). (1) The reactants are [Br:1][C:2]1[CH:3]=[CH:4][C:5]([OH:16])=[C:6]([CH:15]=1)[C:7]([C:9]1[CH:14]=[CH:13][CH:12]=[CH:11][CH:10]=1)=[O:8].[C:17]12(O)[CH2:26][CH:21]3[CH2:22][CH:23]([CH2:25][CH:19]([CH2:20]3)[CH2:18]1)[CH2:24]2.S(=O)(=O)(O)O.C(=O)(O)[O-].[Na+]. The catalyst is ClCCl. The product is [C:17]12([C:4]3[C:5]([OH:16])=[C:6]([CH:15]=[C:2]([Br:1])[CH:3]=3)[C:7]([C:9]3[CH:14]=[CH:13][CH:12]=[CH:11][CH:10]=3)=[O:8])[CH2:26][CH:21]3[CH2:22][CH:23]([CH2:25][CH:19]([CH2:20]3)[CH2:18]1)[CH2:24]2. The yield is 0.430. (2) The reactants are Br[C:2]1[C:3]([Cl:25])=[CH:4][CH:5]=[C:6]2[C:10]=1[NH:9][C:8]([CH3:11])=[C:7]2[CH2:12][CH2:13][CH2:14][O:15][C:16]1[CH:21]=[C:20]([CH3:22])[C:19]([Cl:23])=[C:18]([CH3:24])[CH:17]=1.C(=O)([O-])[O-].[K+].[K+].[CH3:32][N:33]1[C:37]([CH3:38])=[C:36](B2OC(C)(C)C(C)(C)O2)[C:35]([CH3:48])=[N:34]1. The catalyst is O1CCOCC1.O.C1C=CC([P]([Pd]([P](C2C=CC=CC=2)(C2C=CC=CC=2)C2C=CC=CC=2)([P](C2C=CC=CC=2)(C2C=CC=CC=2)C2C=CC=CC=2)[P](C2C=CC=CC=2)(C2C=CC=CC=2)C2C=CC=CC=2)(C2C=CC=CC=2)C2C=CC=CC=2)=CC=1. The product is [Cl:25][C:3]1[C:2]([C:36]2[C:35]([CH3:48])=[N:34][N:33]([CH3:32])[C:37]=2[CH3:38])=[C:10]2[C:6]([C:7]([CH2:12][CH2:13][CH2:14][O:15][C:16]3[CH:21]=[C:20]([CH3:22])[C:19]([Cl:23])=[C:18]([CH3:24])[CH:17]=3)=[C:8]([CH3:11])[NH:9]2)=[CH:5][CH:4]=1. The yield is 0.710. (3) The reactants are Cl[C:2]1[C:11]2[C:6](=[CH:7][CH:8]=[C:9]([O:12][C@H:13]3[CH2:18][CH2:17][CH2:16][N:15](C([O-])=O)[CH2:14]3)[CH:10]=2)[N:5]=[CH:4][N:3]=1.[Cl:22][C:23]1[CH:24]=[C:25]([CH:27]=[CH:28][C:29]=1[O:30][CH2:31][C:32]1[CH:37]=[CH:36][CH:35]=[CH:34][N:33]=1)[NH2:26]. No catalyst specified. The product is [Cl:22][C:23]1[CH:24]=[C:25]([NH:26][C:2]2[C:11]3[C:6](=[CH:7][CH:8]=[C:9]([O:12][C@H:13]4[CH2:18][CH2:17][CH2:16][NH:15][CH2:14]4)[CH:10]=3)[N:5]=[CH:4][N:3]=2)[CH:27]=[CH:28][C:29]=1[O:30][CH2:31][C:32]1[CH:37]=[CH:36][CH:35]=[CH:34][N:33]=1. The yield is 0.420. (4) The reactants are [I:1][C:2]1[C:3]([S:11][C:12]2[NH:13][C:14]3[C:19]([N:20]=2)=[C:18]([NH2:21])[N:17]=[CH:16][N:15]=3)=[CH:4][C:5]2[O:9][CH2:8][CH2:7][C:6]=2[CH:10]=1.Br[CH2:23][CH2:24][CH2:25][NH:26][C:27]([CH:29]1[CH2:31][CH2:30]1)=[O:28].C([O-])([O-])=O.[Cs+].[Cs+]. The catalyst is CN(C=O)C. The product is [NH2:21][C:18]1[N:17]=[CH:16][N:15]=[C:14]2[C:19]=1[N:20]=[C:12]([S:11][C:3]1[C:2]([I:1])=[CH:10][C:6]3[CH2:7][CH2:8][O:9][C:5]=3[CH:4]=1)[N:13]2[CH2:23][CH2:24][CH2:25][NH:26][C:27]([CH:29]1[CH2:31][CH2:30]1)=[O:28]. The yield is 0.350. (5) The reactants are [C:1]([C:5]1[CH:10]=[C:9]([Cl:11])[N:8]=[CH:7][N:6]=1)([CH3:4])([CH3:3])[CH3:2].[Cl:12]N1C(=O)CCC1=O. The catalyst is C(Cl)(Cl)(Cl)Cl.C1(C(OOC(=O)C2C=CC=CC=2)=O)C=CC=CC=1. The product is [Cl:11][C:9]1[CH:10]=[C:5]([C:1]([CH3:4])([CH3:2])[CH2:3][Cl:12])[N:6]=[CH:7][N:8]=1. The yield is 0.540. (6) The reactants are [Cl:1][C:2]1[C:7]([N+:8]([O-:10])=[O:9])=[CH:6][N:5]=[C:4](O)[CH:3]=1.O=P(Cl)(Cl)[Cl:14]. The catalyst is C1(C)C=CC=CC=1. The product is [Cl:14][C:4]1[CH:3]=[C:2]([Cl:1])[C:7]([N+:8]([O-:10])=[O:9])=[CH:6][N:5]=1. The yield is 0.740.